This data is from NCI-60 drug combinations with 297,098 pairs across 59 cell lines. The task is: Regression. Given two drug SMILES strings and cell line genomic features, predict the synergy score measuring deviation from expected non-interaction effect. (1) Drug 1: CC(C)CN1C=NC2=C1C3=CC=CC=C3N=C2N. Drug 2: CC1C(C(CC(O1)OC2CC(CC3=C2C(=C4C(=C3O)C(=O)C5=C(C4=O)C(=CC=C5)OC)O)(C(=O)CO)O)N)O.Cl. Cell line: RPMI-8226. Synergy scores: CSS=28.1, Synergy_ZIP=-2.82, Synergy_Bliss=-6.94, Synergy_Loewe=-20.0, Synergy_HSA=-6.72. (2) Drug 2: CC1CCC2CC(C(=CC=CC=CC(CC(C(=O)C(C(C(=CC(C(=O)CC(OC(=O)C3CCCCN3C(=O)C(=O)C1(O2)O)C(C)CC4CCC(C(C4)OC)OP(=O)(C)C)C)C)O)OC)C)C)C)OC. Synergy scores: CSS=15.6, Synergy_ZIP=4.46, Synergy_Bliss=6.61, Synergy_Loewe=-8.32, Synergy_HSA=2.01. Drug 1: C1CNP(=O)(OC1)N(CCCl)CCCl. Cell line: UACC62. (3) Drug 1: CNC(=O)C1=CC=CC=C1SC2=CC3=C(C=C2)C(=NN3)C=CC4=CC=CC=N4. Drug 2: C1=NNC2=C1C(=O)NC=N2. Cell line: SF-539. Synergy scores: CSS=11.6, Synergy_ZIP=-6.56, Synergy_Bliss=-3.23, Synergy_Loewe=-5.94, Synergy_HSA=-1.84. (4) Synergy scores: CSS=37.0, Synergy_ZIP=-3.86, Synergy_Bliss=-4.84, Synergy_Loewe=-3.24, Synergy_HSA=-1.01. Drug 2: C1CC(C1)(C(=O)O)C(=O)O.[NH2-].[NH2-].[Pt+2]. Cell line: OVCAR-5. Drug 1: C1=CN(C(=O)N=C1N)C2C(C(C(O2)CO)O)O.Cl.